Task: Regression. Given a peptide amino acid sequence and an MHC pseudo amino acid sequence, predict their binding affinity value. This is MHC class I binding data.. Dataset: Peptide-MHC class I binding affinity with 185,985 pairs from IEDB/IMGT (1) The peptide sequence is VELGSGNSF. The MHC is HLA-A01:01 with pseudo-sequence HLA-A01:01. The binding affinity (normalized) is 0.0847. (2) The MHC is H-2-Db with pseudo-sequence H-2-Db. The peptide sequence is SIISHNFCNL. The binding affinity (normalized) is 0.155. (3) The peptide sequence is MSNEGSYFF. The MHC is HLA-B27:05 with pseudo-sequence HLA-B27:05. The binding affinity (normalized) is 0.353. (4) The peptide sequence is IIMEEGNSI. The MHC is HLA-A03:01 with pseudo-sequence HLA-A03:01. The binding affinity (normalized) is 0.0847. (5) The peptide sequence is RGFAAPQF. The MHC is HLA-B27:05 with pseudo-sequence HLA-B27:05. The binding affinity (normalized) is 0.421. (6) The peptide sequence is SDYLELETI. The MHC is Mamu-B01 with pseudo-sequence Mamu-B01. The binding affinity (normalized) is 1.00. (7) The binding affinity (normalized) is 0.872. The peptide sequence is YTYPIAHTA. The MHC is HLA-A02:16 with pseudo-sequence HLA-A02:16.